From a dataset of Full USPTO retrosynthesis dataset with 1.9M reactions from patents (1976-2016). Predict the reactants needed to synthesize the given product. (1) Given the product [NH2:7][C:8]1[N:9]([CH3:26])[C:10](=[O:25])[C:11]([CH3:23])([CH3:24])[C@:12]([C:15]2[CH:20]=[C:19]([NH:35][C:32]3[CH:33]=[CH:34][C:29]([F:28])=[CH:30][C:31]=3[O:36][CH3:37])[CH:18]=[CH:17][C:16]=2[F:22])([CH3:14])[N:13]=1, predict the reactants needed to synthesize it. The reactants are: C(OC(=O)[NH:7][C:8]1[N:9]([CH3:26])[C:10](=[O:25])[C:11]([CH3:24])([CH3:23])[C@:12]([C:15]2[CH:20]=[C:19](Br)[CH:18]=[CH:17][C:16]=2[F:22])([CH3:14])[N:13]=1)(C)(C)C.[F:28][C:29]1[CH:34]=[CH:33][C:32]([NH2:35])=[C:31]([O:36][CH3:37])[CH:30]=1. (2) Given the product [Br:29][CH2:8][C:5]1[N:4]=[CH:3][C:2]([CH3:1])=[CH:7][N:6]=1, predict the reactants needed to synthesize it. The reactants are: [CH3:1][C:2]1[CH:3]=[N:4][C:5]([CH2:8]O)=[N:6][CH:7]=1.C1(P(C2C=CC=CC=2)C2C=CC=CC=2)C=CC=CC=1.[Br:29]N1C(=O)CCC1=O.